From a dataset of Reaction yield outcomes from USPTO patents with 853,638 reactions. Predict the reaction yield, written as a fraction of the theoretical maximum amount of product (1.0 means a 100% yield; for example, 0.34 means a 34% yield). (1) The reactants are C([O:8][N:9]1[C:15](=[O:16])[N:14]2[CH2:17][C@H:10]1[CH2:11][CH2:12][C@H:13]2[C:18]([NH:20][NH:21][C:22]([CH:24]1[CH2:28][CH2:27][CH2:26][CH2:25]1)=[O:23])=[O:19])C1C=CC=CC=1.[H][H]. The catalyst is CO.[Pd]. The product is [CH:24]1([C:22]([NH:21][NH:20][C:18]([C@@H:13]2[CH2:12][CH2:11][C@@H:10]3[CH2:17][N:14]2[C:15](=[O:16])[N:9]3[OH:8])=[O:19])=[O:23])[CH2:28][CH2:27][CH2:26][CH2:25]1. The yield is 0.980. (2) The reactants are [C:1](#[N:9])[CH2:2][CH2:3][CH2:4][CH2:5][CH2:6][CH2:7][CH3:8].[NH2:10][OH:11].O. The catalyst is CCO. The product is [OH:11][N:10]=[C:1]([NH2:9])[CH2:2][CH2:3][CH2:4][CH2:5][CH2:6][CH2:7][CH3:8]. The yield is 0.746. (3) The reactants are [Cl:1][C:2]1[C:3]2[C:7]([CH:8]=[C:9]([Cl:11])[CH:10]=1)=[N:6][N:5]([CH2:12][C:13](=O)[CH3:14])[CH:4]=2.[Si](OC(C)[CH2:25][N:26]1C=C2C(C=C(Cl)C=C2Cl)=N1)(C(C)(C)C)(C)C.[Si]([O:45][CH:46]([CH3:61])[CH2:47][NH:48][CH2:49][C:50]1[C:55]([N+:56]([O-])=O)=[CH:54][C:53]([Cl:59])=[CH:52][C:51]=1[Cl:60])(C(C)(C)C)(C)C. No catalyst specified. The product is [NH2:48][C:13]([CH3:14])([CH2:12][N:5]1[CH:4]=[C:3]2[C:7]([CH:8]=[C:9]([Cl:11])[CH:10]=[C:2]2[Cl:1])=[N:6]1)[C:25]#[N:26].[Cl:60][C:51]1[C:50]2[C:55]([CH:54]=[C:53]([Cl:59])[CH:52]=1)=[N:56][N:48]([CH2:47][C:46](=[O:45])[CH3:61])[CH:49]=2. The yield is 0.540.